From a dataset of NCI-60 drug combinations with 297,098 pairs across 59 cell lines. Regression. Given two drug SMILES strings and cell line genomic features, predict the synergy score measuring deviation from expected non-interaction effect. (1) Drug 1: CN(CCCl)CCCl.Cl. Drug 2: B(C(CC(C)C)NC(=O)C(CC1=CC=CC=C1)NC(=O)C2=NC=CN=C2)(O)O. Cell line: HS 578T. Synergy scores: CSS=22.0, Synergy_ZIP=-3.51, Synergy_Bliss=-6.22, Synergy_Loewe=-39.0, Synergy_HSA=-5.50. (2) Drug 1: C1CN1C2=NC(=NC(=N2)N3CC3)N4CC4. Drug 2: N.N.Cl[Pt+2]Cl. Cell line: SF-295. Synergy scores: CSS=64.7, Synergy_ZIP=2.66, Synergy_Bliss=3.93, Synergy_Loewe=1.34, Synergy_HSA=4.98. (3) Drug 1: C#CCC(CC1=CN=C2C(=N1)C(=NC(=N2)N)N)C3=CC=C(C=C3)C(=O)NC(CCC(=O)O)C(=O)O. Drug 2: C1=NC2=C(N1)C(=S)N=CN2. Cell line: T-47D. Synergy scores: CSS=17.8, Synergy_ZIP=-5.24, Synergy_Bliss=0.787, Synergy_Loewe=-0.949, Synergy_HSA=2.32.